Dataset: Reaction yield outcomes from USPTO patents with 853,638 reactions. Task: Predict the reaction yield, written as a fraction of the theoretical maximum amount of product (1.0 means a 100% yield; for example, 0.34 means a 34% yield). (1) The reactants are [F:1][C:2]1[CH:3]=[C:4]([O:8][CH2:9][C:10]([NH2:12])=O)[CH:5]=[N:6][CH:7]=1.[F:13][C:14]1[CH:15]=[C:16]([NH:26][C:27](=[O:32])[CH2:28][C:29](=O)[CH3:30])[CH:17]=[CH:18][C:19]=1[N:20]1[CH2:25][CH2:24][O:23][CH2:22][CH2:21]1.CCOC(C)=O.O. The catalyst is C1(C)C(C)=CC=CC=1.C([O-])(C)C.C([O-])(C)C.C([O-])(C)C.C([O-])(C)C.[Ti+4]. The product is [F:13][C:14]1[CH:15]=[C:16]([N:26]2[C:27](=[O:32])[CH:28]=[C:29]([CH3:30])[N:12]=[C:10]2[CH2:9][O:8][C:4]2[CH:5]=[N:6][CH:7]=[C:2]([F:1])[CH:3]=2)[CH:17]=[CH:18][C:19]=1[N:20]1[CH2:25][CH2:24][O:23][CH2:22][CH2:21]1. The yield is 0.270. (2) The product is [CH2:1]([O:8][C:9]1[CH:18]=[C:17]2[C:12]([C:13]([O:19][C:29]3[CH:34]=[CH:33][C:32]([N+:35]([O-:37])=[O:36])=[CH:31][C:30]=3[F:38])=[CH:14][CH:15]=[N:16]2)=[CH:11][C:10]=1[O:20][CH3:21])[C:2]1[CH:7]=[CH:6][CH:5]=[CH:4][CH:3]=1. The catalyst is CN(C=O)C.CC#N. The yield is 0.410. The reactants are [CH2:1]([O:8][C:9]1[CH:18]=[C:17]2[C:12]([C:13](=[O:19])[CH:14]=[CH:15][NH:16]2)=[CH:11][C:10]=1[O:20][CH3:21])[C:2]1[CH:7]=[CH:6][CH:5]=[CH:4][CH:3]=1.C(=O)([O-])[O-].[Cs+].[Cs+].F[C:29]1[CH:34]=[CH:33][C:32]([N+:35]([O-:37])=[O:36])=[CH:31][C:30]=1[F:38]. (3) The reactants are [F:1][C:2]1[C:10]([N:11]([S:18]([CH2:21][CH2:22][CH2:23][F:24])(=[O:20])=[O:19])S(CCC)(=O)=O)=[CH:9][CH:8]=[C:7]([F:25])[C:3]=1[C:4]([O-:6])=[O:5].[OH-].[Li+]. The catalyst is C1COCC1.CO.O. The product is [F:1][C:2]1[C:10]([NH:11][S:18]([CH2:21][CH2:22][CH2:23][F:24])(=[O:19])=[O:20])=[CH:9][CH:8]=[C:7]([F:25])[C:3]=1[C:4]([OH:6])=[O:5]. The yield is 0.810. (4) The reactants are [CH2:1]([Sn:5]([CH2:20][CH2:21][CH2:22][CH3:23])([CH2:16][CH2:17][CH2:18][CH3:19])[C:6]1[N:7]=[N:8][N:9]([CH2:11][C:12]([O:14]C)=[O:13])[CH:10]=1)[CH2:2][CH2:3][CH3:4].[Li+].[OH-]. The catalyst is C1COCC1.O. The product is [CH2:20]([Sn:5]([CH2:1][CH2:2][CH2:3][CH3:4])([CH2:16][CH2:17][CH2:18][CH3:19])[C:6]1[N:7]=[N:8][N:9]([CH2:11][C:12]([OH:14])=[O:13])[CH:10]=1)[CH2:21][CH2:22][CH3:23]. The yield is 0.920. (5) The reactants are [CH3:1][C:2]1[CH:11]=[CH:10][C:5]([C:6]([O:8]C)=O)=[CH:4][C:3]=1[O:12][CH3:13].[Li+].C[Si]([N-][Si](C)(C)C)(C)C.[Cl:24][C:25]1[N:30]=[C:29]([CH3:31])[CH:28]=[CH:27][N:26]=1. The product is [Cl:24][C:25]1[N:30]=[C:29]([CH2:31][C:6]([C:5]2[CH:10]=[CH:11][C:2]([CH3:1])=[C:3]([O:12][CH3:13])[CH:4]=2)=[O:8])[CH:28]=[CH:27][N:26]=1. The yield is 0.360. The catalyst is C1COCC1. (6) The catalyst is C(O)(=O)C.CCOC(C)=O.[Fe]. The product is [NH2:9][C:8]1[C:3]([C:1]#[N:2])=[N:4][CH:5]=[C:6]([CH3:12])[CH:7]=1. The reactants are [C:1]([C:3]1[C:8]([N+:9]([O-])=O)=[CH:7][C:6]([CH3:12])=[CH:5][N:4]=1)#[N:2].C([O-])(O)=O.[Na+].O. The yield is 0.760. (7) The reactants are [Cl:1][C:2]1[N:7]=[N:6][C:5]([OH:8])=[CH:4][CH:3]=1.[C:9]([C@H:13]1[CH2:18][CH2:17][C@H:16](O)[CH2:15][CH2:14]1)([CH3:12])([CH3:11])[CH3:10].C1C=CC(P(C2C=CC=CC=2)C2C=CC=CC=2)=CC=1.CC(OC(/N=N/C(OC(C)C)=O)=O)C. The catalyst is C1COCC1. The product is [C:9]([C@H:13]1[CH2:18][CH2:17][C@H:16]([O:8][C:5]2[N:6]=[N:7][C:2]([Cl:1])=[CH:3][CH:4]=2)[CH2:15][CH2:14]1)([CH3:12])([CH3:11])[CH3:10]. The yield is 0.400. (8) The reactants are [C:12]([O:11][C:9](O[C:9]([O:11][C:12]([CH3:15])([CH3:14])[CH3:13])=[O:10])=[O:10])([CH3:15])([CH3:14])[CH3:13].[CH2:16]([O:23][C:24]1[CH:25]=[C:26]([NH:30][C:31]2[N:36]=[CH:35][C:34]([Br:37])=[CH:33][N:32]=2)[CH:27]=[CH:28][CH:29]=1)[C:17]1[CH:22]=[CH:21][CH:20]=[CH:19][CH:18]=1.N1C=CC=CC=1. The catalyst is CN(C1C=CN=CC=1)C.C1COCC1.C(OCC)C. The product is [CH2:16]([O:23][C:24]1[CH:25]=[C:26]([N:30]([C:31]2[N:32]=[CH:33][C:34]([Br:37])=[CH:35][N:36]=2)[C:9]([O:11][C:12]([CH3:13])([CH3:14])[CH3:15])=[O:10])[CH:27]=[CH:28][CH:29]=1)[C:17]1[CH:22]=[CH:21][CH:20]=[CH:19][CH:18]=1. The yield is 0.750. (9) The yield is 0.940. The product is [CH3:20][N:13]([C:14]1[CH:19]=[CH:18][CH:17]=[CH:16][CH:15]=1)[S:12]([C:8]1[CH:7]=[C:6]([CH:5]=[CH:4][C:3]([OH:23])=[O:2])[CH:11]=[CH:10][CH:9]=1)(=[O:21])=[O:22]. The catalyst is CO. The reactants are C[O:2][C:3](=[O:23])[CH:4]=[CH:5][C:6]1[CH:11]=[CH:10][CH:9]=[C:8]([S:12](=[O:22])(=[O:21])[N:13]([CH3:20])[C:14]2[CH:19]=[CH:18][CH:17]=[CH:16][CH:15]=2)[CH:7]=1.[OH-].[Na+].